This data is from Peptide-MHC class II binding affinity with 134,281 pairs from IEDB. The task is: Regression. Given a peptide amino acid sequence and an MHC pseudo amino acid sequence, predict their binding affinity value. This is MHC class II binding data. (1) The peptide sequence is GRVTLVLLAVVPVAL. The MHC is HLA-DPA10301-DPB10402 with pseudo-sequence HLA-DPA10301-DPB10402. The binding affinity (normalized) is 0.0482. (2) The peptide sequence is YVILALLTIISLIAA. The MHC is DRB1_0701 with pseudo-sequence DRB1_0701. The binding affinity (normalized) is 0.536. (3) The peptide sequence is QYVRLHEMSYDGV. The MHC is DRB4_0101 with pseudo-sequence DRB4_0103. The binding affinity (normalized) is 0.169. (4) The peptide sequence is YGIAAENVIDVKLVD. The MHC is DRB1_0802 with pseudo-sequence DRB1_0802. The binding affinity (normalized) is 0.377. (5) The peptide sequence is YWVSNASGNIVSSVN. The MHC is DRB1_1302 with pseudo-sequence DRB1_1302. The binding affinity (normalized) is 0.755. (6) The peptide sequence is YLGLEVLTRARAALT. The MHC is DRB1_1001 with pseudo-sequence DRB1_1001. The binding affinity (normalized) is 0.572. (7) The peptide sequence is ALLIIPPKIHISIEL. The MHC is DRB1_0701 with pseudo-sequence DRB1_0701. The binding affinity (normalized) is 0.808. (8) The MHC is DRB5_0101 with pseudo-sequence DRB5_0101. The peptide sequence is NAYYVMTVGTKTFLV. The binding affinity (normalized) is 1.00.